Dataset: Experimentally validated miRNA-target interactions with 360,000+ pairs, plus equal number of negative samples. Task: Binary Classification. Given a miRNA mature sequence and a target amino acid sequence, predict their likelihood of interaction. (1) The miRNA is mmu-miR-320-3p with sequence AAAAGCUGGGUUGAGAGGGCGA. The protein sequence of the target gene is MEKSGETNGYLDGTQAEPAAGPRTPETAMGKSQRCASFFRRHALVLLTVSGVLVGAGMGAALRGLQLTRTQITYLAFPGEMLLRMLRMIILPLVVCSLVSGAASLDASSLGRLGGIAVAYFGLTTLSASALAVALAFIIKPGAGAQTLQSSSLGLENSGPPPVSKETVDSFLDLLRNLFPSNLVVAAFTTSATDYTVVTHNTSSGNVTKEKIPVVTDVEGMNILGLVLFALVLGVALKKLGPEGEDLIRFFNSFNEATMVLVSWIMWYVPIGIMFLIGSKIVEMKDIVMLVTSLGKYIFA.... Result: 0 (no interaction). (2) The miRNA is hsa-miR-4442 with sequence GCCGGACAAGAGGGAGG. The protein sequence of the target gene is MAAVVVAAAGGAGPAVLQVAGLYRGLCAVRSRALGLGLVSPAQLRVFPVRPGSGRPEGGADSSGVGAEAELQANPFYDRYRDKIQLLRRSDPAAFESRLEKRSEFRKQPVGHSRQGDFIKCVEQKTDALGKQSVNRGFTKDKTLSSIFNIEMVKEKTAEEIKQIWQQYFAAKDTVYAVIPAEKFDLIWNRAQSCPTFLCALPRREGYEFFVGQWTGTELHFTALINIQTRGEAAASQLILYHYPELKEEKGIVLMTAEMDSTFLNVAEAQCIANQVQLFYATDRKETYGLVETFNLRPNE.... Result: 0 (no interaction).